Dataset: Forward reaction prediction with 1.9M reactions from USPTO patents (1976-2016). Task: Predict the product of the given reaction. (1) Given the reactants [CH3:1][S:2][C:3]([CH:5]1[C:10](=[O:11])[CH2:9][C:8]([CH3:13])([CH3:12])[CH2:7][C:6]1=O)=[S:4].Br[CH2:16][C:17]1[CH:22]=[CH:21][C:20]([Cl:23])=[C:19]([Cl:24])[CH:18]=1.C([O-])([O-])=O.[K+].[K+].CC(C)=O, predict the reaction product. The product is: [Cl:24][C:19]1[CH:18]=[C:17]([C:16]2[S:4][C:3]([S:2][CH3:1])=[C:5]3[C:10](=[O:11])[CH2:9][C:8]([CH3:13])([CH3:12])[CH2:7][C:6]=23)[CH:22]=[CH:21][C:20]=1[Cl:23]. (2) Given the reactants [C:1]1([C:7]2[CH:8]=[C:9]([C:14]([O:16][CH3:17])=[O:15])[S:10][C:11]=2[CH:12]=[CH2:13])[CH:6]=[CH:5][CH:4]=[CH:3][CH:2]=1, predict the reaction product. The product is: [CH2:12]([C:11]1[S:10][C:9]([C:14]([O:16][CH3:17])=[O:15])=[CH:8][C:7]=1[C:1]1[CH:6]=[CH:5][CH:4]=[CH:3][CH:2]=1)[CH3:13]. (3) Given the reactants [C:1]([O:5][C:6](=[O:23])[NH:7][C:8]1[S:9][CH2:10][CH2:11][C@:12]([C:15]2[CH:20]=[CH:19][C:18]([F:21])=[C:17](Br)[CH:16]=2)([CH3:14])[N:13]=1)([CH3:4])([CH3:3])[CH3:2].C([Sn](CCCC)(CCCC)[C:29]1[CH:34]=[N:33][CH:32]=[CH:31][N:30]=1)CCC, predict the reaction product. The product is: [F:21][C:18]1[CH:19]=[CH:20][C:15]([C@:12]2([CH3:14])[CH2:11][CH2:10][S:9][C:8]([NH:7][C:6](=[O:23])[O:5][C:1]([CH3:4])([CH3:3])[CH3:2])=[N:13]2)=[CH:16][C:17]=1[C:29]1[CH:34]=[N:33][CH:32]=[CH:31][N:30]=1. (4) Given the reactants [N+:1]([C:4]1[CH:12]=[CH:11][C:7]([C:8](O)=[O:9])=[C:6]([N:13]([CH:20]2[CH2:25][CH2:24][O:23][CH2:22][CH2:21]2)[C:14](=[O:19])[C:15]([F:18])([F:17])[F:16])[CH:5]=1)([O-:3])=[O:2].C(Cl)(=O)C(Cl)=O.[F:32][C:33]1[CH:34]=[C:35]([CH:47]=[C:48]([F:50])[CH:49]=1)[CH2:36][C:37]1[CH:38]=[C:39]2[C:43](=[CH:44][CH:45]=1)[NH:42][N:41]=[C:40]2[NH2:46], predict the reaction product. The product is: [F:32][C:33]1[CH:34]=[C:35]([CH:47]=[C:48]([F:50])[CH:49]=1)[CH2:36][C:37]1[CH:38]=[C:39]2[C:43](=[CH:44][CH:45]=1)[NH:42][N:41]=[C:40]2[NH:46][C:8](=[O:9])[C:7]1[CH:11]=[CH:12][C:4]([N+:1]([O-:3])=[O:2])=[CH:5][C:6]=1[N:13]([CH:20]1[CH2:21][CH2:22][O:23][CH2:24][CH2:25]1)[C:14](=[O:19])[C:15]([F:16])([F:17])[F:18]. (5) Given the reactants Br[C:2]1[CH:7]=[CH:6][C:5]([C:8]([N:10]2[CH2:14][CH2:13][CH2:12][C@H:11]2[CH2:15][N:16]2[CH2:20][CH2:19][CH2:18][CH2:17]2)=[O:9])=[C:4]([F:21])[CH:3]=1.[CH3:22][S:23]([C:26]1[CH:31]=[CH:30][C:29](B(O)O)=[CH:28][CH:27]=1)(=[O:25])=[O:24].[F-].[Cs+], predict the reaction product. The product is: [F:21][C:4]1[CH:3]=[C:2]([C:29]2[CH:30]=[CH:31][C:26]([S:23]([CH3:22])(=[O:25])=[O:24])=[CH:27][CH:28]=2)[CH:7]=[CH:6][C:5]=1[C:8]([N:10]1[CH2:14][CH2:13][CH2:12][C@H:11]1[CH2:15][N:16]1[CH2:20][CH2:19][CH2:18][CH2:17]1)=[O:9]. (6) Given the reactants CS(O[CH2:6][C@@H:7]1[CH2:25][NH:24][C:11]2[C:12]3[C:13]4[CH:14]=[CH:15][C:16]([Cl:23])=[N:17][C:18]=4[CH:19]=[CH:20][C:21]=3[S:22][C:10]=2[C:9](=[O:26])[NH:8]1)(=O)=O.[I-:27].[Na+], predict the reaction product. The product is: [Cl:23][C:16]1[CH:15]=[CH:14][C:13]2[C:12]3[C:11]4[NH:24][CH2:25][C@@H:7]([CH2:6][I:27])[NH:8][C:9](=[O:26])[C:10]=4[S:22][C:21]=3[CH:20]=[CH:19][C:18]=2[N:17]=1. (7) The product is: [CH3:1][C:2]1[CH:7]=[CH:6][CH:5]=[CH:4][C:3]=1[CH2:8][C:9]([Cl:15])=[O:11]. Given the reactants [CH3:1][C:2]1[CH:7]=[CH:6][CH:5]=[CH:4][C:3]=1[CH2:8][C:9]([OH:11])=O.C(Cl)(=O)C([Cl:15])=O, predict the reaction product.